Dataset: Catalyst prediction with 721,799 reactions and 888 catalyst types from USPTO. Task: Predict which catalyst facilitates the given reaction. (1) Reactant: [CH3:1][C:2]([C@@H:17]1[CH2:22][CH2:21][NH:20][C:19](=[O:23])[CH2:18]1)([S:4]([C:7]1[CH:12]=[CH:11][CH:10]=[C:9]([C:13]([F:16])([F:15])[F:14])[CH:8]=1)(=[O:6])=[O:5])[CH3:3].C[Si]([N-][Si](C)(C)C)(C)C.[Na+].C1COCC1.F[C:40]1[C:45]([F:46])=[CH:44][C:43]([C:47]([F:50])([F:49])[F:48])=[CH:42][N:41]=1. Product: [F:46][C:45]1[C:40]([N:20]2[CH2:21][CH2:22][C@@H:17]([C:2]([CH3:1])([S:4]([C:7]3[CH:12]=[CH:11][CH:10]=[C:9]([C:13]([F:14])([F:16])[F:15])[CH:8]=3)(=[O:5])=[O:6])[CH3:3])[CH2:18][C:19]2=[O:23])=[N:41][CH:42]=[C:43]([C:47]([F:49])([F:48])[F:50])[CH:44]=1. The catalyst class is: 1. (2) Reactant: [C:1]([C:5]1[S:6][C:7]([C:19]2[CH:24]=[CH:23][N:22]=[C:21]([S:25]([CH3:28])(=O)=O)[N:20]=2)=[C:8]([C:10]2[C:11]([Cl:18])=[C:12]([CH:14]=[C:15]([F:17])[CH:16]=2)[NH2:13])[N:9]=1)([CH3:4])([CH3:3])[CH3:2].[CH2:29]([S:32](Cl)(=[O:34])=[O:33])[CH2:30][CH3:31]. Product: [C:1]([C:5]1[S:6][C:7]([C:19]2[CH:24]=[CH:23][N:22]=[C:21]([S:25][CH3:28])[N:20]=2)=[C:8]([C:10]2[C:11]([Cl:18])=[C:12]([NH:13][S:32]([CH2:29][CH2:30][CH3:31])(=[O:34])=[O:33])[CH:14]=[C:15]([F:17])[CH:16]=2)[N:9]=1)([CH3:4])([CH3:2])[CH3:3]. The catalyst class is: 17. (3) Reactant: [NH2:1][C:2]1[CH:11]=[C:10]2[C:5]([CH2:6][CH2:7][N:8]([C:12](=[O:17])[C:13]([F:16])([F:15])[F:14])[CH2:9]2)=[C:4]([C:18]2[S:19][C:20]3[CH:26]=[CH:25][CH:24]=[CH:23][C:21]=3[N:22]=2)[CH:3]=1.[C:27](OC(=O)C)(=[O:29])[CH3:28]. Product: [S:19]1[C:20]2[CH:26]=[CH:25][CH:24]=[CH:23][C:21]=2[N:22]=[C:18]1[C:4]1[CH:3]=[C:2]([NH:1][C:27](=[O:29])[CH3:28])[CH:11]=[C:10]2[C:5]=1[CH2:6][CH2:7][N:8]([C:12](=[O:17])[C:13]([F:16])([F:14])[F:15])[CH2:9]2. The catalyst class is: 15. (4) Reactant: [CH:1](NC(C)C)(C)C.C([Li])CCC.[Cl:13][CH2:14][CH2:15][CH2:16][O:17][C:18]1[CH:23]=[CH:22][C:21]([C:24]2[S:25][C:26]3[CH2:31][CH2:30][CH:29]([C:32]([O:34][CH2:35][CH3:36])=[O:33])[C:27]=3[N:28]=2)=[CH:20][CH:19]=1.CI.[Cl-].[NH4+]. The catalyst class is: 7. Product: [Cl:13][CH2:14][CH2:15][CH2:16][O:17][C:18]1[CH:23]=[CH:22][C:21]([C:24]2[S:25][C:26]3[CH2:31][CH2:30][C:29]([CH3:1])([C:32]([O:34][CH2:35][CH3:36])=[O:33])[C:27]=3[N:28]=2)=[CH:20][CH:19]=1.